This data is from Catalyst prediction with 721,799 reactions and 888 catalyst types from USPTO. The task is: Predict which catalyst facilitates the given reaction. (1) Product: [CH2:11]([N:8]1[C:7]([CH2:13][N:14]2[CH2:15][CH2:16][CH:17]([N:20]([CH3:21])[CH3:22])[CH2:18][CH2:19]2)=[N:6][C:5]2[C:9]1=[N:10][C:2]([C:33]1[CH:34]=[CH:35][CH:36]=[C:37]3[C:32]=1[CH:31]=[CH:30][NH:29]3)=[N:3][C:4]=2[N:23]1[CH2:28][CH2:27][O:26][CH2:25][CH2:24]1)[CH3:12]. Reactant: Cl[C:2]1[N:10]=[C:9]2[C:5]([N:6]=[C:7]([CH2:13][N:14]3[CH2:19][CH2:18][CH:17]([N:20]([CH3:22])[CH3:21])[CH2:16][CH2:15]3)[N:8]2[CH2:11][CH3:12])=[C:4]([N:23]2[CH2:28][CH2:27][O:26][CH2:25][CH2:24]2)[N:3]=1.[NH:29]1[C:37]2[CH:36]=[CH:35][CH:34]=[C:33](B(O)O)[C:32]=2[CH:31]=[CH:30]1.[O-]P([O-])([O-])=O.[K+].[K+].[K+]. The catalyst class is: 12. (2) Reactant: [Br:1][C:2]1[CH:3]=[C:4]([CH:15]=[CH:16][CH:17]=1)[CH2:5][C:6]1[O:10][C:9]([C:11](OC)=[O:12])=[CH:8][CH:7]=1.[AlH4-].[Li+].CCOCC.[O-]S([O-])(=O)=O.[Na+].[Na+]. Product: [Br:1][C:2]1[CH:3]=[C:4]([CH:15]=[CH:16][CH:17]=1)[CH2:5][C:6]1[O:10][C:9]([CH2:11][OH:12])=[CH:8][CH:7]=1. The catalyst class is: 20. (3) Reactant: [NH2:1][C:2]1[N:7]=[CH:6][N:5]=[C:4]2[N:8]([CH:12]([C:14]3[CH:19]=[N:18][N:17]([CH3:20])[C:16](=[O:21])[C:15]=3[C:22]3[CH:27]=[CH:26][CH:25]=[CH:24][CH:23]=3)[CH3:13])[N:9]=[C:10](I)[C:3]=12.[F:28][C:29]1[CH:30]=[C:31](B(O)O)[CH:32]=[C:33]([OH:35])[CH:34]=1. Product: [NH2:1][C:2]1[N:7]=[CH:6][N:5]=[C:4]2[N:8]([CH:12]([C:14]3[CH:19]=[N:18][N:17]([CH3:20])[C:16](=[O:21])[C:15]=3[C:22]3[CH:27]=[CH:26][CH:25]=[CH:24][CH:23]=3)[CH3:13])[N:9]=[C:10]([C:31]3[CH:32]=[C:33]([OH:35])[CH:34]=[C:29]([F:28])[CH:30]=3)[C:3]=12. The catalyst class is: 73. (4) Reactant: [O:1]1[CH2:3][CH:2]1[CH2:4][CH:5]1[CH2:10][CH2:9][N:8]([C:11]2[CH:20]=[C:19]([C:21]([NH:23][CH2:24][C@H:25]3[CH2:30][CH2:29][C@H:28]([CH2:31][NH:32][C:33](=[O:39])[O:34][C:35]([CH3:38])([CH3:37])[CH3:36])[CH2:27][CH2:26]3)=[O:22])[C:18]3[C:13](=[CH:14][CH:15]=[CH:16][CH:17]=3)[N:12]=2)[CH2:7][CH2:6]1.[CH3:40][NH:41][CH3:42]. Product: [CH3:40][N:41]([CH3:42])[CH2:3][CH:2]([OH:1])[CH2:4][CH:5]1[CH2:6][CH2:7][N:8]([C:11]2[CH:20]=[C:19]([C:21]([NH:23][CH2:24][C@H:25]3[CH2:26][CH2:27][C@H:28]([CH2:31][NH:32][C:33](=[O:39])[O:34][C:35]([CH3:38])([CH3:36])[CH3:37])[CH2:29][CH2:30]3)=[O:22])[C:18]3[C:13](=[CH:14][CH:15]=[CH:16][CH:17]=3)[N:12]=2)[CH2:9][CH2:10]1. The catalyst class is: 5. (5) Reactant: [CH2:1]([N:8]1[C:16]2[C:11](=[N:12][C:13]([Cl:17])=[CH:14][CH:15]=2)[CH:10]=[C:9]1Br)[C:2]1[CH:7]=[CH:6][CH:5]=[CH:4][CH:3]=1.[O:19]1[CH2:24][CH2:23][CH2:22][CH2:21][CH:20]1[N:25]1[C:29](B2OC(C)(C)C(C)(C)O2)=[CH:28][CH:27]=[N:26]1.C([O-])([O-])=O.[Na+].[Na+]. Product: [CH2:1]([N:8]1[C:16]2[C:11](=[N:12][C:13]([Cl:17])=[CH:14][CH:15]=2)[CH:10]=[C:9]1[C:29]1[N:25]([CH:20]2[CH2:21][CH2:22][CH2:23][CH2:24][O:19]2)[N:26]=[CH:27][CH:28]=1)[C:2]1[CH:7]=[CH:6][CH:5]=[CH:4][CH:3]=1. The catalyst class is: 108. (6) Reactant: S(O)(O)(=O)=O.[CH2:6]([CH:8]([N:11]1[C:15]([NH2:16])=[C:14]([NH2:17])[C:13]([CH3:18])=[N:12]1)[CH2:9][CH3:10])[CH3:7].O=[C:20]([CH2:24][CH3:25])[C:21](O)=[O:22].O.[Cl-].COC1N=C(OC)N=C([N+]2(C)CCOCC2)N=1.O. Product: [CH2:24]([C:20]1[N:16]=[C:15]2[N:11]([CH:8]([CH2:9][CH3:10])[CH2:6][CH3:7])[N:12]=[C:13]([CH3:18])[C:14]2=[N:17][C:21]=1[OH:22])[CH3:25]. The catalyst class is: 3. (7) Reactant: COC1C=C(OC)C=CC=1C[NH:6][C:7]([C:9]1[S:10][C:11]([C:14]2[N:18]3[N:19]=[C:20]([NH:23][CH2:24][CH2:25][CH2:26][N:27]4[CH2:31][CH2:30][CH2:29][C:28]4=[O:32])[CH:21]=[CH:22][C:17]3=[N:16][CH:15]=2)=[CH:12][CH:13]=1)=[O:8].C(O)(C(F)(F)F)=O. Product: [O:32]=[C:28]1[CH2:29][CH2:30][CH2:31][N:27]1[CH2:26][CH2:25][CH2:24][NH:23][C:20]1[CH:21]=[CH:22][C:17]2[N:18]([C:14]([C:11]3[S:10][C:9]([C:7]([NH2:6])=[O:8])=[CH:13][CH:12]=3)=[CH:15][N:16]=2)[N:19]=1. The catalyst class is: 2.